This data is from CYP2D6 substrate classification data from Carbon-Mangels et al.. The task is: Regression/Classification. Given a drug SMILES string, predict its absorption, distribution, metabolism, or excretion properties. Task type varies by dataset: regression for continuous measurements (e.g., permeability, clearance, half-life) or binary classification for categorical outcomes (e.g., BBB penetration, CYP inhibition). Dataset: cyp2d6_substrate_carbonmangels. (1) The result is 0 (non-substrate). The molecule is Cn1c(=O)[nH]c2ncn(C)c2c1=O. (2) The compound is CCn1cc(C(=O)O)c(=O)c2cc(F)c(N3CCN[C@H](C)C3)c(F)c21. The result is 0 (non-substrate).